Dataset: NCI-60 drug combinations with 297,098 pairs across 59 cell lines. Task: Regression. Given two drug SMILES strings and cell line genomic features, predict the synergy score measuring deviation from expected non-interaction effect. (1) Drug 1: C#CCC(CC1=CN=C2C(=N1)C(=NC(=N2)N)N)C3=CC=C(C=C3)C(=O)NC(CCC(=O)O)C(=O)O. Drug 2: CC1=C(C(=O)C2=C(C1=O)N3CC4C(C3(C2COC(=O)N)OC)N4)N. Cell line: NCIH23. Synergy scores: CSS=47.5, Synergy_ZIP=0.562, Synergy_Bliss=-1.04, Synergy_Loewe=2.51, Synergy_HSA=1.34. (2) Drug 1: C1=CC(=CC=C1C#N)C(C2=CC=C(C=C2)C#N)N3C=NC=N3. Drug 2: CC1=CC=C(C=C1)C2=CC(=NN2C3=CC=C(C=C3)S(=O)(=O)N)C(F)(F)F. Cell line: K-562. Synergy scores: CSS=9.27, Synergy_ZIP=-6.64, Synergy_Bliss=-11.2, Synergy_Loewe=-13.0, Synergy_HSA=-8.11. (3) Synergy scores: CSS=9.05, Synergy_ZIP=0.689, Synergy_Bliss=4.54, Synergy_Loewe=3.18, Synergy_HSA=3.25. Drug 2: CNC(=O)C1=CC=CC=C1SC2=CC3=C(C=C2)C(=NN3)C=CC4=CC=CC=N4. Cell line: UACC-257. Drug 1: CC12CCC(CC1=CCC3C2CCC4(C3CC=C4C5=CN=CC=C5)C)O. (4) Drug 1: COC1=CC(=CC(=C1O)OC)C2C3C(COC3=O)C(C4=CC5=C(C=C24)OCO5)OC6C(C(C7C(O6)COC(O7)C8=CC=CS8)O)O. Drug 2: CCCCCOC(=O)NC1=NC(=O)N(C=C1F)C2C(C(C(O2)C)O)O. Cell line: SF-268. Synergy scores: CSS=16.5, Synergy_ZIP=-1.53, Synergy_Bliss=1.73, Synergy_Loewe=-34.3, Synergy_HSA=-0.324. (5) Drug 1: C#CCC(CC1=CN=C2C(=N1)C(=NC(=N2)N)N)C3=CC=C(C=C3)C(=O)NC(CCC(=O)O)C(=O)O. Drug 2: CN(C(=O)NC(C=O)C(C(C(CO)O)O)O)N=O. Cell line: HT29. Synergy scores: CSS=1.32, Synergy_ZIP=-0.742, Synergy_Bliss=-1.99, Synergy_Loewe=-1.24, Synergy_HSA=-1.66. (6) Drug 1: C1CN1C2=NC(=NC(=N2)N3CC3)N4CC4. Drug 2: C1C(C(OC1N2C=NC(=NC2=O)N)CO)O. Cell line: SF-295. Synergy scores: CSS=40.4, Synergy_ZIP=3.59, Synergy_Bliss=8.45, Synergy_Loewe=2.17, Synergy_HSA=5.02. (7) Drug 1: CN1C(=O)N2C=NC(=C2N=N1)C(=O)N. Drug 2: C1=CC=C(C=C1)NC(=O)CCCCCCC(=O)NO. Cell line: BT-549. Synergy scores: CSS=10.7, Synergy_ZIP=-2.97, Synergy_Bliss=-1.18, Synergy_Loewe=-12.5, Synergy_HSA=-1.23.